From a dataset of Experimentally validated miRNA-target interactions with 360,000+ pairs, plus equal number of negative samples. Binary Classification. Given a miRNA mature sequence and a target amino acid sequence, predict their likelihood of interaction. (1) The miRNA is hsa-miR-8073 with sequence ACCUGGCAGCAGGGAGCGUCGU. The protein sequence of the target gene is MDSLAESRWPPGLAVMKTIDDLLRCGICFEYFNIAMIIPQCSHNYCSLCIRKFLSYKTQCPTCCVTVTEPDLKNNRILDELVKSLNFARNHLLQFALESPAKSPASSSSKNLAVKVYTPVASRQSLKQGSRLMDNFLIREMSGSTSELLIKENKSKFSPQKEASPAAKTKETRSVEEIAPDPSEAKRPEPPSTSTLKQVTKVDCPVCGVNIPESHINKHLDSCLSREEKKESLRSSVHKRKPLPKTVYNLLSDRDLKKKLKEHGLSIQGNKQQLIKRHQEFVHMYNAQCDALHPKSAAEI.... Result: 1 (interaction). (2) The miRNA is hsa-miR-1827 with sequence UGAGGCAGUAGAUUGAAU. The protein sequence of the target gene is MAEPSVESSSPGGSATSDDHEFDPSADMLVHDFDDERTLEEEEMMEGETNFSSEIEDLAREGDMPIHELLSLYGYGSTVRLPEEDEEEEEEEEEGEDDEDADNDDNSGCSGENKEENIKDSSGQEDETQSSNDDPSQSVASQDAQEIIRPRRCKYFDTNSEVEEESEEDEDYIPSEDWKKEIMVGSMFQAEIPVGICRYKENEKVYENDDQLLWDPEYLPEDKVIIFLKDASRRTGDEKGVEAIPEGSHIKDNEQALYELVKCNFDTEEALRRLRFNVKAAREELSVWTEEECRNFEQGL.... Result: 0 (no interaction). (3) Result: 0 (no interaction). The miRNA is hsa-miR-143-5p with sequence GGUGCAGUGCUGCAUCUCUGGU. The protein sequence of the target gene is MDLHRAAFKMENSSYLPNPLASPALMVLASTAEASRDASIPCQQPRPFGVPVSVDKDVHIPFTNGSYTFASMYHRQGGVPGTFANRDFPPSLLHLHPQFAPPNLDCTPISMLNHSGVGAFRPFASTEDRESYQSAFTPAKRLKNCHDTESPHLRFSDADGKEYDFGTQLPSSSPGSLKVDDTGKKIFAVSGLISDREASSSPEDRNDRCKKKAAALFDSQAPICPICQVLLRPSELQEHMEQELEQLAQLPSSKNSLLKDAMAPGTPKSLLLSASIKREGESPTASPHSSATDDLHHSDR....